Dataset: Peptide-MHC class II binding affinity with 134,281 pairs from IEDB. Task: Regression. Given a peptide amino acid sequence and an MHC pseudo amino acid sequence, predict their binding affinity value. This is MHC class II binding data. (1) The peptide sequence is MLLRKYGIAAENVID. The MHC is HLA-DQA10201-DQB10202 with pseudo-sequence HLA-DQA10201-DQB10202. The binding affinity (normalized) is 0.328. (2) The peptide sequence is KKLAQAVMEMTYKNK. The MHC is DRB1_1301 with pseudo-sequence DRB1_1301. The binding affinity (normalized) is 0.471. (3) The peptide sequence is LIEELCPNETKIMRK. The MHC is DRB1_0101 with pseudo-sequence DRB1_0101. The binding affinity (normalized) is 0.382. (4) The peptide sequence is EAMEKELREAFRLYD. The MHC is DRB1_1302 with pseudo-sequence DRB1_1302. The binding affinity (normalized) is 0.448. (5) The peptide sequence is AFKVAATAANAAPAY. The MHC is HLA-DPA10301-DPB10402 with pseudo-sequence HLA-DPA10301-DPB10402. The binding affinity (normalized) is 0.272.